From a dataset of Forward reaction prediction with 1.9M reactions from USPTO patents (1976-2016). Predict the product of the given reaction. (1) Given the reactants [CH:1]([C:4]1[C:8]([C:9]2[CH:14]=[CH:13][N:12]=[C:11](S(C)(=O)=O)[N:10]=2)=[CH:7][NH:6][N:5]=1)([CH3:3])[CH3:2].[C@H:19]1([NH2:28])[C:27]2[C:22](=[CH:23][CH:24]=[CH:25][CH:26]=2)[CH2:21][CH2:20]1, predict the reaction product. The product is: [C@H:19]1([NH:28][C:11]2[N:10]=[C:9]([C:8]3[C:4]([CH:1]([CH3:3])[CH3:2])=[N:5][NH:6][CH:7]=3)[CH:14]=[CH:13][N:12]=2)[C:27]2[C:22](=[CH:23][CH:24]=[CH:25][CH:26]=2)[CH2:21][CH2:20]1. (2) The product is: [NH:1]([C:25]([O:27][C:28]([CH3:31])([CH3:30])[CH3:29])=[O:26])[C@@H:2]([C:22]([O:24][CH2:10][C:18]1[CH:13]=[CH:14][CH:15]=[CH:16][CH:17]=1)=[O:23])[CH2:3][CH2:4][C:5]([NH:7][C@@H:8]([C:19]([O:21][CH2:38][C:39]1[CH:44]=[CH:43][CH:42]=[CH:41][CH:40]=1)=[O:20])[CH2:9][C:10]1[C:18]2[C:13](=[CH:14][CH:15]=[CH:16][CH:17]=2)[NH:12][CH:11]=1)=[O:6]. Given the reactants [NH:1]([C:25]([O:27][C:28]([CH3:31])([CH3:30])[CH3:29])=[O:26])[C@@H:2]([C:22]([OH:24])=[O:23])[CH2:3][CH2:4][C:5]([NH:7][C@@H:8]([C:19]([OH:21])=[O:20])[CH2:9][C:10]1[C:18]2[C:13](=[CH:14][CH:15]=[CH:16][CH:17]=2)[NH:12][CH:11]=1)=[O:6].C([O-])([O-])=O.[K+].[K+].[CH2:38](Br)[C:39]1[CH:44]=[CH:43][CH:42]=[CH:41][CH:40]=1, predict the reaction product.